Dataset: NCI-60 drug combinations with 297,098 pairs across 59 cell lines. Task: Regression. Given two drug SMILES strings and cell line genomic features, predict the synergy score measuring deviation from expected non-interaction effect. Drug 1: CC(C1=C(C=CC(=C1Cl)F)Cl)OC2=C(N=CC(=C2)C3=CN(N=C3)C4CCNCC4)N. Drug 2: CC(CN1CC(=O)NC(=O)C1)N2CC(=O)NC(=O)C2. Cell line: MOLT-4. Synergy scores: CSS=81.3, Synergy_ZIP=0.951, Synergy_Bliss=-1.19, Synergy_Loewe=-3.77, Synergy_HSA=-0.997.